Dataset: Full USPTO retrosynthesis dataset with 1.9M reactions from patents (1976-2016). Task: Predict the reactants needed to synthesize the given product. (1) Given the product [CH2:1]([S:4][CH2:5][C:6]1[C:15]2[C:10](=[CH:11][CH:12]=[C:13]([C:16]3[CH:21]=[CH:20][S:40][CH:17]=3)[CH:14]=2)[NH:9][C:8]([CH3:26])([CH3:25])[CH:7]=1)[CH:2]=[CH2:3], predict the reactants needed to synthesize it. The reactants are: [CH2:1]([S:4][CH2:5][C:6]1[C:15]2[C:10](=[CH:11][CH:12]=[C:13]([C:16]3[CH:21]=[C:20](F)C=C[C:17]=3OC)[CH:14]=2)[NH:9][C:8]([CH3:26])([CH3:25])[CH:7]=1)[CH:2]=[CH2:3].CC1(C)C=C(C)C2C(=CC=C(O[S:40](C(F)(F)F)(=O)=O)C=2)N1.FC1C=CC(OC)=C(B(O)O)C=1.C(S)C=C. (2) Given the product [ClH:4].[ClH:4].[CH2:5]([C:9]1[S:18][C:17]2[NH:16][C:15]3[CH:19]=[CH:20][CH:21]=[CH:22][C:14]=3[N:13]=[C:12]([N:23]3[CH2:28][CH2:27][NH:26][C@@H:25]([CH2:29][CH2:30][C:31]4[CH:32]=[CH:33][CH:34]=[CH:35][CH:36]=4)[CH2:24]3)[C:11]=2[N:10]=1)[CH2:6][CH2:7][CH3:8], predict the reactants needed to synthesize it. The reactants are: C([Cl:4])(=O)C.[CH2:5]([C:9]1[S:18][C:17]2[NH:16][C:15]3[CH:19]=[CH:20][CH:21]=[CH:22][C:14]=3[N:13]=[C:12]([N:23]3[CH2:28][CH2:27][NH:26][C@@H:25]([CH2:29][CH2:30][C:31]4[CH:36]=[CH:35][CH:34]=[CH:33][CH:32]=4)[CH2:24]3)[C:11]=2[N:10]=1)[CH2:6][CH2:7][CH3:8].CO. (3) Given the product [Cl:30][CH2:31][C:32]([N:21]1[CH2:22][C:17]2[CH:16]=[N:15][C:14]([NH:13][CH:5]3[CH2:4][C:12]4[C:7](=[CH:8][CH:9]=[CH:10][CH:11]=4)[CH2:6]3)=[N:19][C:18]=2[CH2:20]1)=[O:33], predict the reactants needed to synthesize it. The reactants are: O.Cl.Cl.[CH2:4]1[C:12]2[C:7](=[CH:8][CH:9]=[CH:10][CH:11]=2)[CH2:6][CH:5]1[NH:13][C:14]1[N:15]=[CH:16][C:17]2[CH2:22][NH:21][CH2:20][C:18]=2[N:19]=1.C(N(CC)CC)C.[Cl:30][CH2:31][C:32](Cl)=[O:33]. (4) Given the product [Cl:38][C:34]1[CH:33]=[C:32]2[C:37](=[CH:36][CH:35]=1)[N:29]([C:28]1[N:27]([CH3:39])[N:26]=[C:25]([CH3:40])[C:24]=1[CH2:23][CH2:22][N:7]1[CH2:6][CH2:5][N:4]([C:8]([O:10][C:11]([CH3:14])([CH3:13])[CH3:12])=[O:9])[CH2:3][C:2]1=[O:1])[CH:30]=[CH:31]2, predict the reactants needed to synthesize it. The reactants are: [O:1]=[C:2]1[NH:7][CH2:6][CH2:5][N:4]([C:8]([O:10][C:11]([CH3:14])([CH3:13])[CH3:12])=[O:9])[CH2:3]1.[H-].[Na+].CS(O[CH2:22][CH2:23][C:24]1[C:25]([CH3:40])=[N:26][N:27]([CH3:39])[C:28]=1[N:29]1[C:37]2[C:32](=[CH:33][C:34]([Cl:38])=[CH:35][CH:36]=2)[CH:31]=[CH:30]1)(=O)=O.O. (5) Given the product [Cl:14][C:15]1[CH:20]=[CH:19][CH:18]=[CH:17][C:16]=1[O:1][CH2:2][C:3]1[CH:8]=[CH:7][N:6]=[C:5]([C:9]([O:11][CH2:12][CH3:13])=[O:10])[CH:4]=1, predict the reactants needed to synthesize it. The reactants are: [OH:1][CH2:2][C:3]1[CH:8]=[CH:7][N:6]=[C:5]([C:9]([O:11][CH2:12][CH3:13])=[O:10])[CH:4]=1.[Cl:14][C:15]1[CH:20]=[CH:19][CH:18]=[CH:17][C:16]=1O.C(OC(N1CCCC(COC2C=CC=CC=2Cl)C1)=O)(C)(C)C. (6) Given the product [ClH:32].[ClH:43].[CH3:1][O:2][C:3](=[O:42])[C@@H:4]([NH:18][CH2:19][CH2:20][N:21]([CH2:33][CH2:34][C:35]([OH:37])=[O:36])[C:22]1[CH:27]=[CH:26][C:25]([C:28]([F:29])([F:30])[F:31])=[C:24]([Cl:32])[CH:23]=1)[CH2:5][CH2:6][C:7]([N:9]1[CH2:16][CH2:15][C:12]2([CH2:13][CH2:14]2)[C@H:11]([OH:17])[CH2:10]1)=[O:8], predict the reactants needed to synthesize it. The reactants are: [CH3:1][O:2][C:3](=[O:42])[C@@H:4]([NH:18][CH2:19][CH2:20][N:21]([CH2:33][CH2:34][C:35]([O:37]C(C)(C)C)=[O:36])[C:22]1[CH:27]=[CH:26][C:25]([C:28]([F:31])([F:30])[F:29])=[C:24]([Cl:32])[CH:23]=1)[CH2:5][CH2:6][C:7]([N:9]1[CH2:16][CH2:15][C:12]2([CH2:14][CH2:13]2)[C@H:11]([OH:17])[CH2:10]1)=[O:8].[ClH:43]. (7) Given the product [C:17]([Si:21]([CH3:24])([CH3:23])[O:1][CH2:2][CH2:3][C@@H:4]1[O:8][C:7]([CH3:9])([CH3:10])[O:6][C:5]1=[O:11])([CH3:20])([CH3:19])[CH3:18], predict the reactants needed to synthesize it. The reactants are: [OH:1][CH2:2][CH2:3][C@@H:4]1[O:8][C:7]([CH3:10])([CH3:9])[O:6][C:5]1=[O:11].N1C=CN=C1.[C:17]([Si:21]([CH3:24])([CH3:23])Cl)([CH3:20])([CH3:19])[CH3:18].O. (8) Given the product [CH2:14]([O:16][C:17](=[O:37])[N:18]([C:26]1[CH:31]=[C:30]([C:8]2[N:7]([CH2:6][O:5][CH2:4][CH2:3][Si:2]([CH3:13])([CH3:12])[CH3:1])[CH:11]=[CH:10][N:9]=2)[N:29]=[C:28]([NH2:33])[C:27]=1[N+:34]([O-:36])=[O:35])[CH2:19][C:20]1[CH:21]=[CH:22][CH:23]=[CH:24][CH:25]=1)[CH3:15], predict the reactants needed to synthesize it. The reactants are: [CH3:1][Si:2]([CH3:13])([CH3:12])[CH2:3][CH2:4][O:5][CH2:6][N:7]1[CH:11]=[CH:10][N:9]=[CH:8]1.[CH2:14]([O:16][C:17](=[O:37])[N:18]([C:26]1[CH:31]=[C:30](Br)[N:29]=[C:28]([NH2:33])[C:27]=1[N+:34]([O-:36])=[O:35])[CH2:19][C:20]1[CH:25]=[CH:24][CH:23]=[CH:22][CH:21]=1)[CH3:15]. (9) Given the product [NH2:36][C@H:17]([CH2:16][S:13]([C:8]1[CH:7]=[CH:6][C:5]2[C:10](=[CH:11][CH:12]=[C:3]([Cl:2])[CH:4]=2)[CH:9]=1)(=[O:14])=[O:15])[C:18]([N:20]1[CH2:21][CH2:22][CH:23]([N:26]2[CH2:30][C:29]3=[CH:31][N:32]=[C:33]([CH3:34])[N:28]3[C:27]2=[O:35])[CH2:24][CH2:25]1)=[O:19], predict the reactants needed to synthesize it. The reactants are: Cl.[Cl:2][C:3]1[CH:4]=[C:5]2[C:10](=[CH:11][CH:12]=1)[CH:9]=[C:8]([S:13]([CH2:16][C@@H:17]([NH:36]C(=O)OC(C)(C)C)[C:18]([N:20]1[CH2:25][CH2:24][CH:23]([N:26]3[CH2:30][C:29]4=[CH:31][N:32]=[C:33]([CH3:34])[N:28]4[C:27]3=[O:35])[CH2:22][CH2:21]1)=[O:19])(=[O:15])=[O:14])[CH:7]=[CH:6]2. (10) Given the product [C:1]([O:7][C:6]1[CH:13]=[CH:12][C:10]([O:11][C:23](=[O:24])[CH:22]=[CH2:21])=[CH:9][CH:8]=1)(=[O:4])[CH:2]=[CH2:3], predict the reactants needed to synthesize it. The reactants are: [C:1](Cl)(=[O:4])[CH:2]=[CH2:3].[C:6]1([CH:13]=[CH:12][C:10]([OH:11])=[CH:9][CH:8]=1)[OH:7].C(N(CC)CC)C.[CH2:21]1C[O:24][CH2:23][CH2:22]1.